The task is: Predict the product of the given reaction.. This data is from Forward reaction prediction with 1.9M reactions from USPTO patents (1976-2016). (1) The product is: [CH3:24][N:21]1[CH2:20][CH2:19][N:18]([C:10]2[CH:9]=[C:8]([CH:13]=[C:12]([C:14]([F:17])([F:15])[F:16])[CH:11]=2)[NH2:3])[CH2:23][CH2:22]1. Given the reactants CC1[N:3]([C:8]2[CH:9]=[C:10]([N:18]3[CH2:23][CH2:22][N:21]([CH3:24])[CH2:20][CH2:19]3)[CH:11]=[C:12]([C:14]([F:17])([F:16])[F:15])[CH:13]=2)C(C)=CC=1.[OH-].[K+].Cl.NO, predict the reaction product. (2) Given the reactants [CH2:1]([O:8][C:9]([N:11]([C@H:13]1[CH2:17][CH2:16][N:15]([C:18]([O:20][C:21]([CH3:24])([CH3:23])[CH3:22])=[O:19])[CH2:14]1)[CH3:12])=[O:10])[C:2]1[CH:7]=[CH:6][CH:5]=[CH:4][CH:3]=1.C(OC(N[C@@H]1CCN(C(OC(C)(C)C)=O)C1)=O)C1C=CC=CC=1.IC, predict the reaction product. The product is: [CH2:1]([O:8][C:9]([N:11]([C@@H:13]1[CH2:17][CH2:16][N:15]([C:18]([O:20][C:21]([CH3:24])([CH3:23])[CH3:22])=[O:19])[CH2:14]1)[CH3:12])=[O:10])[C:2]1[CH:7]=[CH:6][CH:5]=[CH:4][CH:3]=1. (3) Given the reactants [Br:1][C:2]1[CH:3]=[N:4][C:5]2[N:6]([N:8]=[C:9]([C:11]([OH:13])=O)[CH:10]=2)[CH:7]=1.[CH3:14][CH:15]1[C:24]2[C:19](=[CH:20][CH:21]=[CH:22][CH:23]=2)[CH2:18][CH2:17][NH:16]1.C(Cl)CCl.C1C=CC2N(O)N=NC=2C=1, predict the reaction product. The product is: [Br:1][C:2]1[CH:3]=[N:4][C:5]2[N:6]([N:8]=[C:9]([C:11]([N:16]3[CH2:17][CH2:18][C:19]4[C:24](=[CH:23][CH:22]=[CH:21][CH:20]=4)[CH:15]3[CH3:14])=[O:13])[CH:10]=2)[CH:7]=1. (4) Given the reactants [Br:1][C:2]1[CH:3]=[C:4]2[C:8](=[CH:9][CH:10]=1)[CH2:7][C@H:6]([C:11](O)=[O:12])[CH2:5]2.O, predict the reaction product. The product is: [Br:1][C:2]1[CH:3]=[C:4]2[C:8](=[CH:9][CH:10]=1)[CH2:7][C@H:6]([CH2:11][OH:12])[CH2:5]2. (5) Given the reactants Cl[C:2]1[CH:7]=[CH:6][C:5]([C:8]([NH:10][C@@H:11]([CH:16]2[CH2:21][CH2:20][CH2:19][CH2:18][CH2:17]2)[C:12]([O:14][CH3:15])=[O:13])=[O:9])=[C:4]([NH:22][C:23]([NH:25][C:26]2[C:31]([CH3:32])=[CH:30][C:29]([CH3:33])=[CH:28][C:27]=2[CH3:34])=[O:24])[CH:3]=1.[O:35]1[C:40]2[CH:41]=[CH:42][C:43](B(O)O)=[CH:44][C:39]=2[O:38][CH2:37][CH2:36]1.[F-].[Cs+].O, predict the reaction product. The product is: [CH:16]1([C@H:11]([NH:10][C:8]([C:5]2[CH:6]=[CH:7][C:2]([C:43]3[CH:42]=[CH:41][C:40]4[O:35][CH2:36][CH2:37][O:38][C:39]=4[CH:44]=3)=[CH:3][C:4]=2[NH:22][C:23]([NH:25][C:26]2[C:31]([CH3:32])=[CH:30][C:29]([CH3:33])=[CH:28][C:27]=2[CH3:34])=[O:24])=[O:9])[C:12]([O:14][CH3:15])=[O:13])[CH2:21][CH2:20][CH2:19][CH2:18][CH2:17]1. (6) Given the reactants Cl.[C:2]12([CH2:12][CH2:13][NH2:14])[CH2:11][CH:6]3[CH2:7][CH:8]([CH2:10][CH:4]([CH2:5]3)[CH2:3]1)[CH2:9]2.[NH2:15][C:16]1[CH:24]=[CH:23][CH:22]=[C:21]([Cl:25])[C:17]=1[C:18](O)=[O:19], predict the reaction product. The product is: [NH2:15][C:16]1[CH:24]=[CH:23][CH:22]=[C:21]([Cl:25])[C:17]=1[C:18]([NH:14][CH2:13][CH2:12][C:2]12[CH2:9][CH:8]3[CH2:7][CH:6]([CH2:5][CH:4]([CH2:10]3)[CH2:3]1)[CH2:11]2)=[O:19]. (7) Given the reactants [F:1][C:2]([F:18])([F:17])[C:3]1[S:7][C:6]2=[N:8][C:9]([CH2:11][C:12](OCC)=[O:13])=[CH:10][N:5]2[N:4]=1.[BH4-].[Na+].[NH4+].[Cl-], predict the reaction product. The product is: [F:17][C:2]([F:1])([F:18])[C:3]1[S:7][C:6]2=[N:8][C:9]([CH2:11][CH2:12][OH:13])=[CH:10][N:5]2[N:4]=1. (8) Given the reactants [NH:1]1[C:9]2[CH:8]=[CH:7][CH:6]=[C:5]([NH2:10])[C:4]=2[CH:3]=[N:2]1.[O-]P([O-])([O-])=O.[K+].[K+].[K+].[F:19][C:20]1[CH:25]=[CH:24][CH:23]=[CH:22][C:21]=1I.CN[C@@H]1CCCC[C@H]1NC, predict the reaction product. The product is: [F:19][C:20]1[CH:25]=[CH:24][CH:23]=[CH:22][C:21]=1[N:1]1[C:9]2[CH:8]=[CH:7][CH:6]=[C:5]([NH2:10])[C:4]=2[CH:3]=[N:2]1.